This data is from Forward reaction prediction with 1.9M reactions from USPTO patents (1976-2016). The task is: Predict the product of the given reaction. (1) The product is: [C:21]([CH2:20][NH:19][C:17](=[O:18])[C@H:12]([CH2:13][CH:14]([CH3:16])[CH3:15])[NH:11][C:7]1[C:6]([C:39]2[CH:38]=[CH:37][C:36]([N:33]3[CH2:32][CH2:31][NH:30][CH2:35][CH2:34]3)=[CH:41][CH:40]=2)=[CH:10][S:9][N:8]=1)#[N:22]. Given the reactants NCC#N.Br[C:6]1[C:7]([NH:11][C@H:12]([C:17]([NH:19][CH2:20][C:21]#[N:22])=[O:18])[CH2:13][CH:14]([CH3:16])[CH3:15])=[N:8][S:9][CH:10]=1.C(OC([N:30]1[CH2:35][CH2:34][N:33]([C:36]2[CH:41]=[CH:40][C:39](B(O)O)=[CH:38][CH:37]=2)[CH2:32][CH2:31]1)=O)(C)(C)C, predict the reaction product. (2) Given the reactants [CH3:1][O:2][C:3]([C:5]1[S:6][C:7](Br)=[CH:8][CH:9]=1)=[O:4].[NH:11]1[C:19]2[C:14](=[CH:15][C:16](B(O)O)=[CH:17][CH:18]=2)[CH:13]=[CH:12]1.C(=O)([O-])[O-].[Na+].[Na+].C(OCC)(=O)C, predict the reaction product. The product is: [CH3:1][O:2][C:3]([C:5]1[S:6][C:7]([C:16]2[CH:15]=[C:14]3[C:19](=[CH:18][CH:17]=2)[NH:11][CH:12]=[CH:13]3)=[CH:8][CH:9]=1)=[O:4]. (3) Given the reactants [CH2:1]([N:6]1[C:14]2[C:9](=[CH:10][CH:11]=[CH:12][CH:13]=2)[C:8]2[CH:15]=[C:16]([C:19]([O:21]CC)=[O:20])[N:17]=[CH:18][C:7]1=2)[CH2:2][CH2:3][CH2:4][CH3:5].[OH-].[K+].C1C2NC3C(=CC=CC=3)C=2C=C(C(O)=O)C=1, predict the reaction product. The product is: [CH2:1]([N:6]1[C:14]2[C:9](=[CH:10][CH:11]=[CH:12][CH:13]=2)[C:8]2[CH:15]=[C:16]([C:19]([OH:21])=[O:20])[N:17]=[CH:18][C:7]1=2)[CH2:2][CH2:3][CH2:4][CH3:5].